From a dataset of Forward reaction prediction with 1.9M reactions from USPTO patents (1976-2016). Predict the product of the given reaction. (1) Given the reactants Br[C:2]1[CH:3]=[C:4]2[C:9](=[CH:10][CH:11]=1)[C:8](=[O:12])[NH:7][N:6]=[C:5]2[Cl:13].[N:14]1([CH2:20][CH2:21][N:22]2[CH2:27][CH2:26][NH:25][CH2:24][CH2:23]2)[CH2:19][CH2:18][O:17][CH2:16][CH2:15]1.C1C=CC(P(C2C(C3C(P(C4C=CC=CC=4)C4C=CC=CC=4)=CC=C4C=3C=CC=C4)=C3C(C=CC=C3)=CC=2)C2C=CC=CC=2)=CC=1.CC([O-])(C)C.[Na+], predict the reaction product. The product is: [Cl:13][C:5]1[C:4]2[C:9](=[CH:10][CH:11]=[C:2]([N:25]3[CH2:24][CH2:23][N:22]([CH2:21][CH2:20][N:14]4[CH2:15][CH2:16][O:17][CH2:18][CH2:19]4)[CH2:27][CH2:26]3)[CH:3]=2)[C:8](=[O:12])[NH:7][N:6]=1. (2) Given the reactants [C:1]([N:4]1[C:12]2[C:7](=[CH:8][CH:9]=[C:10]([N:13]([CH:24]3[CH2:29][CH2:28][N:27](CCCC4C=CC=CC=4)[CH2:26][CH2:25]3)[C:14](=[O:23])/[CH:15]=[CH:16]/[C:17]3[CH:22]=[CH:21][CH:20]=[CH:19][CH:18]=3)[CH:11]=2)[CH2:6][CH2:5]1)(=[O:3])[CH3:2].C([O-])([O-])=O.[Na+].[Na+].Br[CH:46]([C:51]1[CH:56]=[CH:55][CH:54]=[CH:53][CH:52]=1)[C:47]([O:49][CH3:50])=[O:48].O, predict the reaction product. The product is: [CH3:50][O:49][C:47](=[O:48])[CH:46]([N:27]1[CH2:28][CH2:29][CH:24]([N:13]([C:10]2[CH:11]=[C:12]3[C:7]([CH2:6][CH2:5][N:4]3[C:1](=[O:3])[CH3:2])=[CH:8][CH:9]=2)[C:14](=[O:23])/[CH:15]=[CH:16]/[C:17]2[CH:22]=[CH:21][CH:20]=[CH:19][CH:18]=2)[CH2:25][CH2:26]1)[C:51]1[CH:56]=[CH:55][CH:54]=[CH:53][CH:52]=1. (3) Given the reactants C(OC([NH:8][C@H:9]([C:41]1[CH:46]=[CH:45][CH:44]=[CH:43][CH:42]=1)[CH2:10][N:11]1[C:16](=[O:17])[C:15]([C:18]2[CH:23]=[CH:22][CH:21]=[C:20]([O:24][CH3:25])[C:19]=2[F:26])=[C:14]([CH3:27])[N:13]([CH2:28][C:29]2[C:34]([S:35]([CH3:38])(=[O:37])=[O:36])=[CH:33][CH:32]=[CH:31][C:30]=2[F:39])[C:12]1=[O:40])=O)(C)(C)C.FC(F)(F)C(O)=O, predict the reaction product. The product is: [NH2:8][C@H:9]([C:41]1[CH:42]=[CH:43][CH:44]=[CH:45][CH:46]=1)[CH2:10][N:11]1[C:16](=[O:17])[C:15]([C:18]2[CH:23]=[CH:22][CH:21]=[C:20]([O:24][CH3:25])[C:19]=2[F:26])=[C:14]([CH3:27])[N:13]([CH2:28][C:29]2[C:34]([S:35]([CH3:38])(=[O:37])=[O:36])=[CH:33][CH:32]=[CH:31][C:30]=2[F:39])[C:12]1=[O:40].